From a dataset of Full USPTO retrosynthesis dataset with 1.9M reactions from patents (1976-2016). Predict the reactants needed to synthesize the given product. (1) Given the product [ClH:1].[O:37]=[C:38]1[CH2:43][CH2:42][CH2:41][C:40](=[O:44])[N:39]1[CH2:45][C:46]([N:28]1[CH2:29][CH2:30][C@H:25]([NH:24][CH2:23][C:14]2[CH:13]=[C:12]([C:5]3[CH:6]=[CH:7][C:8]([C:10]#[N:11])=[CH:9][C:4]=3[F:3])[CH:17]=[CH:16][C:15]=2[O:18][C:19]([F:21])([F:22])[F:20])[C@H:26]([C:31]2[CH:32]=[CH:33][CH:34]=[CH:35][CH:36]=2)[CH2:27]1)=[O:47], predict the reactants needed to synthesize it. The reactants are: [ClH:1].Cl.[F:3][C:4]1[CH:9]=[C:8]([C:10]#[N:11])[CH:7]=[CH:6][C:5]=1[C:12]1[CH:17]=[CH:16][C:15]([O:18][C:19]([F:22])([F:21])[F:20])=[C:14]([CH2:23][NH:24][C@H:25]2[CH2:30][CH2:29][NH:28][CH2:27][C@H:26]2[C:31]2[CH:36]=[CH:35][CH:34]=[CH:33][CH:32]=2)[CH:13]=1.[O:37]=[C:38]1[CH2:43][CH2:42][CH2:41][C:40](=[O:44])[N:39]1[CH2:45][C:46](O)=[O:47].Cl.C(OCC)(=O)C. (2) Given the product [OH:7][C:6]1[CH:5]=[C:4]2[C:3](=[CH:2][CH:1]=1)[NH:10][CH:9]=[C:8]2[CH2:11][CH2:12][NH:13][C:20](=[O:21])[CH:19]=[CH:18][C:17]1[CH:23]=[CH:24][C:25]([OH:27])=[CH:26][C:16]=1[OH:15], predict the reactants needed to synthesize it. The reactants are: [CH:1]1[C:6]([OH:7])=[CH:5][C:4]2[C:8]([CH2:11][CH2:12][NH2:13])=[CH:9][NH:10][C:3]=2[CH:2]=1.Cl.[OH:15][C:16]1[CH:26]=[C:25]([OH:27])[CH:24]=[CH:23][C:17]=1/[CH:18]=[CH:19]/[C:20](O)=[O:21].C(N(CC)CC)C.O.ON1C2C=CC=CC=2N=N1.Cl.C(N=C=NCCCN(C)C)C. (3) Given the product [CH3:1][O:2][C:3](=[O:16])[CH2:4][CH:5]1[C:9]2[CH:10]=[CH:11][C:12]([O:15][C@H:23]3[C:24]4[C:20](=[C:19]([C:18]([F:17])([F:29])[F:30])[CH:27]=[CH:26][CH:25]=4)[CH2:21][CH2:22]3)=[C:13]([CH3:14])[C:8]=2[O:7][CH2:6]1, predict the reactants needed to synthesize it. The reactants are: [CH3:1][O:2][C:3](=[O:16])[CH2:4][CH:5]1[C:9]2[CH:10]=[CH:11][C:12]([OH:15])=[C:13]([CH3:14])[C:8]=2[O:7][CH2:6]1.[F:17][C:18]([F:30])([F:29])[C:19]1[CH:27]=[CH:26][CH:25]=[C:24]2[C:20]=1[CH2:21][CH2:22][C@@H:23]2O.C1(P(C2C=CC=CC=2)C2C=CC=CC=2)C=CC=CC=1.C(OC(N=NC(OC(C)(C)C)=O)=O)(C)(C)C.